From a dataset of Full USPTO retrosynthesis dataset with 1.9M reactions from patents (1976-2016). Predict the reactants needed to synthesize the given product. (1) Given the product [Cl:1][C:2]1[CH:3]=[CH:4][C:5]2[N:11]3[CH:12]=[CH:13][CH:14]=[C:10]3[C@@H:9]([CH2:15][CH2:16][N:17]([CH3:29])[C@@H:18]3[CH2:23][CH2:22][CH2:21][C@H:20]([C:24]([OH:26])=[O:25])[CH2:19]3)[O:8][C@H:7]([C:30]3[CH:35]=[CH:34][CH:33]=[C:32]([O:36][CH3:37])[C:31]=3[O:38][CH3:39])[C:6]=2[CH:40]=1, predict the reactants needed to synthesize it. The reactants are: [Cl:1][C:2]1[CH:3]=[CH:4][C:5]2[N:11]3[CH:12]=[CH:13][CH:14]=[C:10]3[C@@H:9]([CH2:15][CH2:16][N:17]([CH3:29])[C@@H:18]3[CH2:23][CH2:22][CH2:21][C@H:20]([C:24]([O:26]CC)=[O:25])[CH2:19]3)[O:8][C@H:7]([C:30]3[CH:35]=[CH:34][CH:33]=[C:32]([O:36][CH3:37])[C:31]=3[O:38][CH3:39])[C:6]=2[CH:40]=1.C(=O)([O-])[O-].[K+].[K+].O.Cl. (2) Given the product [C:15]1([C@H:1]([NH:4][CH:16]2[CH2:15][CH2:20][CH2:19][CH:18]([C:9]3[CH:10]=[CH:11][C:6]([CH2:5][NH:4][C:1](=[O:3])[CH3:2])=[CH:7][CH:8]=3)[CH2:17]2)[CH3:2])[C:20]2[C:19](=[CH:5][CH:6]=[CH:7][CH:8]=2)[CH:18]=[CH:17][CH:16]=1, predict the reactants needed to synthesize it. The reactants are: [C:1]([NH:4][CH2:5][C:6]1[CH:11]=[CH:10][C:9](B(O)O)=[CH:8][CH:7]=1)(=[O:3])[CH3:2].[C:15]1(=O)[CH2:20][CH2:19][CH2:18][CH:17]=[CH:16]1. (3) Given the product [Cl:1][C:2]1[CH:3]=[CH:4][C:5]([N:12]2[C:17](=[O:18])[C:16]3[CH:19]=[C:20]([CH2:22][CH3:23])[S:21][C:15]=3[N:14]([CH2:26][C:27]3[CH:32]=[CH:31][C:30]([C:33]4[CH:38]=[CH:37][CH:36]=[CH:35][C:34]=4[C:39]4[NH:43][C:42](=[O:49])[O:41][N:40]=4)=[CH:29][CH:28]=3)[C:13]2=[O:24])=[C:6]([CH:11]=1)[C:7]([O:9][CH3:10])=[O:8], predict the reactants needed to synthesize it. The reactants are: [Cl:1][C:2]1[CH:3]=[CH:4][C:5]([N:12]2[C:17](=[O:18])[C:16]3[CH:19]=[C:20]([CH2:22][CH3:23])[S:21][C:15]=3[NH:14][C:13]2=[O:24])=[C:6]([CH:11]=1)[C:7]([O:9][CH3:10])=[O:8].Br[CH2:26][C:27]1[CH:32]=[CH:31][C:30]([C:33]2[CH:38]=[CH:37][CH:36]=[CH:35][C:34]=2[C:39]2[N:43]=[C:42](C(Cl)(Cl)Cl)[O:41][N:40]=2)=[CH:29][CH:28]=1.C(=O)([O-])[O-:49].[K+].[K+]. (4) Given the product [CH:1]1([O:7][C:11]2[C:16]([CH3:17])=[C:15]([I:18])[CH:14]=[CH:13][N:12]=2)[CH2:6][CH2:5][CH2:4][CH2:3][CH2:2]1, predict the reactants needed to synthesize it. The reactants are: [CH:1]1([OH:7])[CH2:6][CH2:5][CH2:4][CH2:3][CH2:2]1.[H-].[Na+].F[C:11]1[C:16]([CH3:17])=[C:15]([I:18])[CH:14]=[CH:13][N:12]=1. (5) Given the product [NH2:21][CH:17]1[CH2:18][CH2:19][N:14]([C:2]2([CH3:1])[CH2:6][CH2:5][N:4]([C:7]([O:9][C:10]([CH3:13])([CH3:12])[CH3:11])=[O:8])[CH2:3]2)[CH2:15][CH2:16]1, predict the reactants needed to synthesize it. The reactants are: [CH3:1][C:2]1([N:14]2[CH2:19][CH2:18][C:17](=O)[CH2:16][CH2:15]2)[CH2:6][CH2:5][N:4]([C:7]([O:9][C:10]([CH3:13])([CH3:12])[CH3:11])=[O:8])[CH2:3]1.[NH3:21].[BH4-].[Na+].[OH-].[Na+]. (6) Given the product [CH3:9][O:10][C:11]([C:13]1[CH:21]=[C:20]2[C:16]([C:17]([C:1](=[O:3])[CH3:2])=[CH:18][NH:19]2)=[CH:15][CH:14]=1)=[O:12], predict the reactants needed to synthesize it. The reactants are: [C:1](Cl)(=[O:3])[CH3:2].[Cl-].[Al+3].[Cl-].[Cl-].[CH3:9][O:10][C:11]([C:13]1[CH:21]=[C:20]2[C:16]([CH:17]=[CH:18][NH:19]2)=[CH:15][CH:14]=1)=[O:12].O.